From a dataset of Rat liver microsome stability data. Regression/Classification. Given a drug SMILES string, predict its absorption, distribution, metabolism, or excretion properties. Task type varies by dataset: regression for continuous measurements (e.g., permeability, clearance, half-life) or binary classification for categorical outcomes (e.g., BBB penetration, CYP inhibition). Dataset: rlm. (1) The drug is COc1cc(NC(=O)c2ccccn2)ccc1Cl. The result is 1 (stable in rat liver microsomes). (2) The compound is CN1CCN(c2ccc(-c3cc(-c4cccc(C(=O)NCC#N)c4)[nH]n3)cc2)CC1. The result is 1 (stable in rat liver microsomes). (3) The compound is Cc1cnc2c(C(F)(F)F)cccc2c1-c1cccc(-c2cc(S(C)(=O)=O)c(F)cc2F)c1. The result is 0 (unstable in rat liver microsomes). (4) The drug is COc1ccc(C(NC(=O)COc2cccnc2)c2cc(Cl)c3cccnc3c2O)cc1. The result is 1 (stable in rat liver microsomes).